From a dataset of Catalyst prediction with 721,799 reactions and 888 catalyst types from USPTO. Predict which catalyst facilitates the given reaction. (1) Reactant: C([O:8][N:9]1[CH2:15][CH:14]=[CH:13][CH2:12][C@@H:11]([NH:16][S:17]([C:20]2[CH:25]=[CH:24][C:23]([O:26][C:27]3[CH:32]=[CH:31][C:30]([Cl:33])=[CH:29][CH:28]=3)=[CH:22][CH:21]=2)(=[O:19])=[O:18])[C:10]1=[O:34])C1C=CC=CC=1.CS(O)(=O)=O. Product: [Cl:33][C:30]1[CH:29]=[CH:28][C:27]([O:26][C:23]2[CH:22]=[CH:21][C:20]([S:17]([NH:16][C@@H:11]3[CH2:12][CH:13]=[CH:14][CH2:15][N:9]([OH:8])[C:10]3=[O:34])(=[O:18])=[O:19])=[CH:25][CH:24]=2)=[CH:32][CH:31]=1. The catalyst class is: 6. (2) Reactant: [C:1]([O:5][C:6]([N:8]1[CH:12]([CH:13]=[O:14])[CH2:11][O:10][C:9]1([CH3:16])[CH3:15])=[O:7])([CH3:4])([CH3:3])[CH3:2].[CH2:17]([Mg]Br)[CH2:18][CH:19]=[CH2:20].[NH4+].[Cl-]. Product: [C:1]([O:5][C:6]([N:8]1[CH:12]([CH:13]([OH:14])[CH2:20][CH2:19][CH:18]=[CH2:17])[CH2:11][O:10][C:9]1([CH3:16])[CH3:15])=[O:7])([CH3:4])([CH3:3])[CH3:2]. The catalyst class is: 20. (3) Reactant: [Br:1][C:2]1[CH:7]=[C:6]([Cl:8])[CH:5]=[C:4]([F:9])[C:3]=1[C:10]1[NH:14][N:13]=[N:12][N:11]=1.[C:15](=O)([O-])[O-].[K+].[K+].IC. Product: [Br:1][C:2]1[CH:7]=[C:6]([Cl:8])[CH:5]=[C:4]([F:9])[C:3]=1[C:10]1[N:11]=[N:12][N:13]([CH3:15])[N:14]=1. The catalyst class is: 3.